This data is from Full USPTO retrosynthesis dataset with 1.9M reactions from patents (1976-2016). The task is: Predict the reactants needed to synthesize the given product. (1) Given the product [Br:1][C:2]1[C:3]([N:29]2[CH2:30][C@H:26]([CH2:25][OH:24])[C@@H:27]([OH:31])[CH2:28]2)=[N:4][CH:5]=[C:6]([CH:21]=1)[C:7]([NH:9][C:10]1[CH:15]=[CH:14][C:13]([O:16][C:17]([F:20])([F:19])[F:18])=[CH:12][CH:11]=1)=[O:8], predict the reactants needed to synthesize it. The reactants are: [Br:1][C:2]1[C:3](Cl)=[N:4][CH:5]=[C:6]([CH:21]=1)[C:7]([NH:9][C:10]1[CH:15]=[CH:14][C:13]([O:16][C:17]([F:20])([F:19])[F:18])=[CH:12][CH:11]=1)=[O:8].Cl.[OH:24][CH2:25][C@@H:26]1[CH2:30][NH:29][CH2:28][C@H:27]1[OH:31]. (2) Given the product [CH3:14][CH2:15][CH2:16][CH2:17][CH:18]([C:21]([OH:23])=[O:22])[CH2:19][CH3:20].[CH2:30]=[CH:29][C:28]([NH:27][CH2:26][CH2:25][OH:24])=[O:31], predict the reactants needed to synthesize it. The reactants are: C(OCC(CC)CCCC)(=O)C=C.[CH3:14][CH2:15][CH2:16][CH2:17][CH:18]([C:21]([OH:23])=[O:22])[CH2:19][CH3:20].[OH:24][CH2:25][CH2:26][NH:27][C:28](=[O:31])[CH:29]=[CH2:30].C(N1CCCC1=O)=C.